Dataset: Full USPTO retrosynthesis dataset with 1.9M reactions from patents (1976-2016). Task: Predict the reactants needed to synthesize the given product. The reactants are: [CH3:1][N:2]1[C:6]([C:7]2[CH:8]=[C:9]3[C:14](=[C:15]([O:17]COCC[Si](C)(C)C)[CH:16]=2)[N:13]=[CH:12][N:11](COCC[Si](C)(C)C)[C:10]3=[O:34])=[CH:5][N:4]=[CH:3]1. Given the product [OH:17][C:15]1[CH:16]=[C:7]([C:6]2[N:2]([CH3:1])[CH:3]=[N:4][CH:5]=2)[CH:8]=[C:9]2[C:14]=1[N:13]=[CH:12][NH:11][C:10]2=[O:34], predict the reactants needed to synthesize it.